From a dataset of Forward reaction prediction with 1.9M reactions from USPTO patents (1976-2016). Predict the product of the given reaction. The product is: [C:34]([O-:38])(=[O:37])[CH:35]=[CH2:36].[C:34]([O-:38])(=[O:37])[CH:35]=[CH2:36].[C:34]([O-:38])(=[O:37])[CH:35]=[CH2:36].[Al+3:13]. Given the reactants C([O-])(C)C.C([O-])(C)C.C([O-])(C)C.[Al+3:13].C(OCCOCCO)CCC.COC1C=CC(O)=CC=1.[C:34]([OH:38])(=[O:37])[CH:35]=[CH2:36], predict the reaction product.